From a dataset of Forward reaction prediction with 1.9M reactions from USPTO patents (1976-2016). Predict the product of the given reaction. (1) Given the reactants CCCC[N+](CCCC)(CCCC)CCCC.[F-].C(O)(=O)C.[CH3:23][C:24]1[CH:29]=[CH:28][C:27]([S:30]([O:33][CH2:34][CH2:35][O:36][C:37]2[N:42]3[C:43]([NH:62][C:63]4[CH:72]=[CH:71][C:66]5[O:67][CH2:68][CH2:69][O:70][C:65]=5[CH:64]=4)=[C:44]([C:46]4[C:51]([CH3:52])=[CH:50][C:49]([O:53][Si](C(C)(C)C)(C)C)=[CH:48][C:47]=4[CH3:61])[N:45]=[C:41]3[CH:40]=[CH:39][CH:38]=2)(=[O:32])=[O:31])=[CH:26][CH:25]=1, predict the reaction product. The product is: [CH3:23][C:24]1[CH:29]=[CH:28][C:27]([S:30]([O:33][CH2:34][CH2:35][O:36][C:37]2[N:42]3[C:43]([NH:62][C:63]4[CH:72]=[CH:71][C:66]5[O:67][CH2:68][CH2:69][O:70][C:65]=5[CH:64]=4)=[C:44]([C:46]4[C:51]([CH3:52])=[CH:50][C:49]([OH:53])=[CH:48][C:47]=4[CH3:61])[N:45]=[C:41]3[CH:40]=[CH:39][CH:38]=2)(=[O:32])=[O:31])=[CH:26][CH:25]=1. (2) Given the reactants [CH2:1]([C:4]1[C:21]2[CH2:20][C:19]3[C:10](=[C:11]([CH2:25][CH2:26][CH3:27])[C:12]4[C:17]([C:18]=3[CH2:22][CH2:23][CH3:24])=[CH:16][CH:15]=[CH:14][CH:13]=4)[CH2:9][C:8]=2[C:7]([CH2:28][CH2:29][CH3:30])=[C:6]([CH2:31][CH2:32][CH3:33])[C:5]=1[CH2:34][CH2:35][CH3:36])[CH2:2][CH3:3].ClC1C(=O)C(C#N)=C(C#N)C(=O)C=1Cl, predict the reaction product. The product is: [CH2:28]([C:7]1[C:8]2[C:21](=[CH:20][C:19]3[C:10]([CH:9]=2)=[C:11]([CH2:25][CH2:26][CH3:27])[C:12]2[C:17](=[CH:16][CH:15]=[CH:14][CH:13]=2)[C:18]=3[CH2:22][CH2:23][CH3:24])[C:4]([CH2:1][CH2:2][CH3:3])=[C:5]([CH2:34][CH2:35][CH3:36])[C:6]=1[CH2:31][CH2:32][CH3:33])[CH2:29][CH3:30]. (3) Given the reactants [N:1]1[O:2][N:3]=[C:4]2[C:8](=[O:9])[O:7][CH2:6][C:5]=12.[Cl:10][C:11]1[CH:12]=[CH:13][C:14]([CH3:19])=[C:15]([CH2:17][NH2:18])[CH:16]=1, predict the reaction product. The product is: [Cl:10][C:11]1[CH:12]=[CH:13][C:14]([CH3:19])=[C:15]([CH:16]=1)[CH2:17][NH:18][C:8]([C:4]1[C:5]([CH2:6][OH:7])=[N:1][O:2][N:3]=1)=[O:9]. (4) The product is: [Br:1][C:2]1[CH:3]=[CH:4][C:5]([F:29])=[C:6]([C@@:8]2([CH3:28])[NH:13][C:12](=[O:25])[CH2:11][S:10](=[O:27])(=[O:26])[CH2:9]2)[CH:7]=1. Given the reactants [Br:1][C:2]1[CH:3]=[CH:4][C:5]([F:29])=[C:6]([C@@:8]2([CH3:28])[N:13](CC3C=CC(OC)=CC=3OC)[C:12](=[O:25])[CH2:11][S:10](=[O:27])(=[O:26])[CH2:9]2)[CH:7]=1.FC(F)(F)C(O)=O.C([O-])([O-])=O.[Na+].[Na+], predict the reaction product. (5) Given the reactants [C:1]12([CH2:11][CH2:12][O:13][C:14]3[CH:15]=[C:16]([CH2:20][CH2:21][NH:22][CH2:23][C@@H:24]([C:33]4[CH:42]=[CH:41][C:40]([O:43][CH2:44][C:45]5[CH:50]=[CH:49][CH:48]=[CH:47][CH:46]=5)=[C:39]5[C:34]=4[CH:35]=[CH:36][C:37](=[O:51])[NH:38]5)[O:25][Si](C(C)(C)C)(C)C)[CH:17]=[CH:18][CH:19]=3)[CH2:10][CH:5]3[CH2:6][CH:7]([CH2:9][CH:3]([CH2:4]3)[CH2:2]1)[CH2:8]2.O.O.O.[F-].C([N+](CCCC)(CCCC)CCCC)CCC, predict the reaction product. The product is: [C:1]12([CH2:11][CH2:12][O:13][C:14]3[CH:15]=[C:16]([CH2:20][CH2:21][NH:22][CH2:23][C@@H:24]([C:33]4[CH:42]=[CH:41][C:40]([O:43][CH2:44][C:45]5[CH:50]=[CH:49][CH:48]=[CH:47][CH:46]=5)=[C:39]5[C:34]=4[CH:35]=[CH:36][C:37](=[O:51])[NH:38]5)[OH:25])[CH:17]=[CH:18][CH:19]=3)[CH2:10][CH:5]3[CH2:6][CH:7]([CH2:9][CH:3]([CH2:4]3)[CH2:2]1)[CH2:8]2. (6) Given the reactants [C:1]([O:5][C:6](=[O:15])[CH2:7][C:8]1[C:9]([CH3:14])=[N:10][NH:11][C:12]=1[CH3:13])([CH3:4])([CH3:3])[CH3:2].Br[CH2:17][C:18]1[CH:23]=[CH:22][C:21]([I:24])=[CH:20][CH:19]=1.C(=O)([O-])[O-].[K+].[K+].O, predict the reaction product. The product is: [C:1]([O:5][C:6](=[O:15])[CH2:7][C:8]1[C:12]([CH3:13])=[N:11][N:10]([CH2:17][C:18]2[CH:23]=[CH:22][C:21]([I:24])=[CH:20][CH:19]=2)[C:9]=1[CH3:14])([CH3:4])([CH3:3])[CH3:2]. (7) Given the reactants [H-].[Al+3].[Li+].[H-].[H-].[H-].C([O:9][C:10]([CH:12]1[CH2:17][CH2:16][N:15]([C:18]2[C:27]3[C:22](=[CH:23][CH:24]=[CH:25][CH:26]=3)[N:21]=[CH:20][CH:19]=2)[CH2:14][CH2:13]1)=O)C.S([O-])([O-])(=O)=O.[Na+].[Na+], predict the reaction product. The product is: [OH:9][CH2:10][CH:12]1[CH2:17][CH2:16][N:15]([C:18]2[C:27]3[C:22](=[CH:23][CH:24]=[CH:25][CH:26]=3)[N:21]=[CH:20][CH:19]=2)[CH2:14][CH2:13]1. (8) Given the reactants [C:1]([N:4]1[CH2:9][CH2:8][N:7]([C:10]2[CH:11]=[CH:12][C:13]([NH:16][C:17](=[O:27])[CH2:18][C:19]3[CH:20]=[N:21][C:22](Cl)=[C:23]([CH3:25])[CH:24]=3)=[N:14][CH:15]=2)[CH2:6][CH2:5]1)(=[O:3])[CH3:2].[F:28][C:29]([F:40])([F:39])[C:30]1[CH:35]=[C:34](B(O)O)[CH:33]=[CH:32][N:31]=1.C1(PC2CCCCC2)CCCCC1.[O-]P([O-])([O-])=O.[K+].[K+].[K+], predict the reaction product. The product is: [C:1]([N:4]1[CH2:9][CH2:8][N:7]([C:10]2[CH:11]=[CH:12][C:13]([NH:16][C:17](=[O:27])[CH2:18][C:19]3[CH:24]=[C:23]([CH3:25])[C:22]([C:34]4[CH:33]=[CH:32][N:31]=[C:30]([C:29]([F:40])([F:39])[F:28])[CH:35]=4)=[N:21][CH:20]=3)=[N:14][CH:15]=2)[CH2:6][CH2:5]1)(=[O:3])[CH3:2]. (9) Given the reactants [NH2:1][C:2]1[CH:10]=[C:9]([Br:11])[CH:8]=[CH:7][C:3]=1[C:4]([OH:6])=[O:5].[CH3:12]COCC, predict the reaction product. The product is: [NH2:1][C:2]1[CH:10]=[C:9]([Br:11])[CH:8]=[CH:7][C:3]=1[C:4]([O:6][CH3:12])=[O:5]. (10) Given the reactants [OH:1][CH2:2][CH:3]1[CH2:7][O:6][C:5]2([C:16]3[CH:17]=[CH:18][CH:19]=[CH:20][C:15]=3[C:14]3[O:13][C:12]([CH3:22])([CH3:21])[CH2:11][CH2:10][C:9]=3[C:8]2=[O:23])[O:4]1.[CH3:24][S:25](Cl)(=[O:27])=[O:26].C(N(CC)CC)C, predict the reaction product. The product is: [CH3:24][S:25]([O:1][CH2:2][CH:3]1[CH2:7][O:6][C:5]2([C:16]3[CH:17]=[CH:18][CH:19]=[CH:20][C:15]=3[C:14]3[O:13][C:12]([CH3:21])([CH3:22])[CH2:11][CH2:10][C:9]=3[C:8]2=[O:23])[O:4]1)(=[O:27])=[O:26].